This data is from Full USPTO retrosynthesis dataset with 1.9M reactions from patents (1976-2016). The task is: Predict the reactants needed to synthesize the given product. Given the product [CH2:1]([C:3]1[CH:8]=[C:7]([CH3:9])[CH:6]=[C:5]([CH2:10][CH3:11])[C:4]=1[C:12]1[C:13](=[O:24])[N:14]([CH3:23])[N:15]=[C:16]([CH3:22])[C:17]=1[OH:25])[CH3:2], predict the reactants needed to synthesize it. The reactants are: [CH2:1]([C:3]1[CH:8]=[C:7]([CH3:9])[CH:6]=[C:5]([CH2:10][CH3:11])[C:4]=1[C:12]1[C:13](=[O:24])[N:14]([CH3:23])[N:15]=[C:16]([CH3:22])[C:17]=1S(C)(=O)=O)[CH3:2].[OH-:25].[Na+].